This data is from Experimentally validated miRNA-target interactions with 360,000+ pairs, plus equal number of negative samples. The task is: Binary Classification. Given a miRNA mature sequence and a target amino acid sequence, predict their likelihood of interaction. (1) The protein sequence of the target gene is MAVWLAQWLGPLLLVSLWGLLAPASLLRRLGEHIQQFQESSAQGLGLSLGPGAAALPKVGWLEQLLDPFNVSDRRSFLQRYWVNDQHWVGQDGPIFLHLGGEGSLGPGSVMRGHPAALAPAWGALVISLEHRFYGLSIPAGGLEMAQLRFLSSRLALADVVSARLALSRLFNISSSSPWICFGGSYAGSLAAWARLKFPHLIFASVASSAPVRAVLDFSEYNDVVSRSLMSTAIGGSLECRAAVSVAFAEVERRLRSGGAAQAALRTELSACGPLGRAENQAELLGALQALVGGVVQYDG.... Result: 0 (no interaction). The miRNA is hsa-miR-759 with sequence GCAGAGUGCAAACAAUUUUGAC. (2) The miRNA is hsa-miR-122-5p with sequence UGGAGUGUGACAAUGGUGUUUG. The protein sequence of the target gene is MPVAVGPYGQSQPSCFDRVKMGFVMGCAVGMAAGALFGTFSCLRIGMRGRELMGGIGKTMMQSGGTFGTFMAIGMGIRC. Result: 1 (interaction).